Dataset: Forward reaction prediction with 1.9M reactions from USPTO patents (1976-2016). Task: Predict the product of the given reaction. (1) Given the reactants Br[C:2]1[CH:7]=[CH:6][N:5]([CH2:8][C:9]([O:11][CH2:12][CH3:13])=[O:10])[C:4](=[O:14])[CH:3]=1.[Cl:15][C:16]1[CH:17]=[CH:18][C:19]([C:25]([F:28])([F:27])[F:26])=[C:20](B(O)O)[CH:21]=1, predict the reaction product. The product is: [Cl:15][C:16]1[CH:17]=[CH:18][C:19]([C:25]([F:26])([F:27])[F:28])=[C:20]([C:2]2[CH:7]=[CH:6][N:5]([CH2:8][C:9]([O:11][CH2:12][CH3:13])=[O:10])[C:4](=[O:14])[CH:3]=2)[CH:21]=1. (2) Given the reactants [NH:1]1[C:5]2[CH:6]=[CH:7][C:8]([NH2:10])=[CH:9][C:4]=2[N:3]=[CH:2]1.[O:11]1[CH2:16][CH2:15][N:14]([C:17]2[CH:24]=[CH:23][C:20]([CH:21]=O)=[CH:19][CH:18]=2)[CH2:13][CH2:12]1.[Si](C#N)(C)(C)C.[N:31]1([C:36](N2C=CN=C2)=[O:37])C=CN=[CH:32]1, predict the reaction product. The product is: [NH:1]1[C:5]2[CH:6]=[CH:7][C:8]([N:10]3[CH:21]([C:20]4[CH:23]=[CH:24][C:17]([N:14]5[CH2:15][CH2:16][O:11][CH2:12][CH2:13]5)=[CH:18][CH:19]=4)[CH2:32][NH:31][C:36]3=[O:37])=[CH:9][C:4]=2[N:3]=[CH:2]1.